From a dataset of Catalyst prediction with 721,799 reactions and 888 catalyst types from USPTO. Predict which catalyst facilitates the given reaction. Reactant: [N:1]1([C:12]([O:14][C:15]([CH3:18])([CH3:17])[CH3:16])=[O:13])[CH2:6][CH2:5][CH:4]([C:7]([O:9]CC)=O)[CH2:3][CH2:2]1.C([N-]C(C)C)(C)C.[Li+].Cl[C:28](OCC)=[O:29].[Cl-].[NH4+].Cl.[BH4-].[Li+].C(=O)([O-])[O-].[Na+].[Na+]. Product: [OH:29][CH2:28][C:4]1([CH2:7][OH:9])[CH2:3][CH2:2][N:1]([C:12]([O:14][C:15]([CH3:16])([CH3:17])[CH3:18])=[O:13])[CH2:6][CH2:5]1. The catalyst class is: 54.